Predict the reactants needed to synthesize the given product. From a dataset of Full USPTO retrosynthesis dataset with 1.9M reactions from patents (1976-2016). (1) The reactants are: S(Cl)(Cl)=O.[NH2:5][C:6]1[CH:16]=[CH:15][C:9]([CH2:10][CH2:11][C:12]([OH:14])=[O:13])=[CH:8][CH:7]=1.[CH3:17]O. Given the product [NH2:5][C:6]1[CH:7]=[CH:8][C:9]([CH2:10][CH2:11][C:12]([O:14][CH3:17])=[O:13])=[CH:15][CH:16]=1, predict the reactants needed to synthesize it. (2) Given the product [CH2:18]([O:1][C:2]1[CH:10]=[CH:9][CH:8]=[C:7]2[C:3]=1[CH2:4][CH2:5][C:6]2=[O:11])[CH2:19][CH3:20], predict the reactants needed to synthesize it. The reactants are: [OH:1][C:2]1[CH:10]=[CH:9][CH:8]=[C:7]2[C:3]=1[CH2:4][CH2:5][C:6]2=[O:11].C(=O)([O-])[O-].[K+].[K+].[CH2:18](I)[CH2:19][CH3:20]. (3) Given the product [C:1]([O:5][C:6]([N:8]1[CH2:13][CH2:12][CH:11]([O:14][C:15]2[CH:20]=[C:19]([CH3:21])[C:18]([C:30]3[CH:29]=[N:28][N:27]([CH3:26])[CH:31]=3)=[CH:17][C:16]=2[N+:23]([O-:25])=[O:24])[CH2:10][CH2:9]1)=[O:7])([CH3:4])([CH3:3])[CH3:2], predict the reactants needed to synthesize it. The reactants are: [C:1]([O:5][C:6]([N:8]1[CH2:13][CH2:12][CH:11]([O:14][C:15]2[CH:20]=[C:19]([CH3:21])[C:18](Cl)=[CH:17][C:16]=2[N+:23]([O-:25])=[O:24])[CH2:10][CH2:9]1)=[O:7])([CH3:4])([CH3:3])[CH3:2].[CH3:26][N:27]1[CH:31]=[C:30](B2OC(C)(C)C(C)(C)O2)[CH:29]=[N:28]1.O.[O-]P([O-])([O-])=O.[K+].[K+].[K+]. (4) Given the product [Cl:1][C:2]1[C:3]([CH2:18][CH3:19])=[C:4]([NH:10][C@H:11]([C@H:15]([OH:17])[CH3:16])[C:12]([NH:29][NH:28][C:26](=[O:27])[C:25]2[CH:24]=[CH:23][C:22]([C:20]#[N:21])=[CH:31][CH:30]=2)=[O:14])[CH:5]=[CH:6][C:7]=1[C:8]#[N:9], predict the reactants needed to synthesize it. The reactants are: [Cl:1][C:2]1[C:3]([CH2:18][CH3:19])=[C:4]([NH:10][C@H:11]([C@H:15]([OH:17])[CH3:16])[C:12]([OH:14])=O)[CH:5]=[CH:6][C:7]=1[C:8]#[N:9].[C:20]([C:22]1[CH:31]=[CH:30][C:25]([C:26]([NH:28][NH2:29])=[O:27])=[CH:24][CH:23]=1)#[N:21].O.ON1C2C=CC=CC=2N=N1.Cl.CN(C)CCCN=C=NCC.C(N(CC)CC)C. (5) Given the product [CH3:26][CH:25]1[C:24]2[C:19](=[CH:20][CH:21]=[CH:22][CH:23]=2)[C:18]2[CH:17]=[CH:16][CH:15]=[CH:14][C:13]=2[N:12]1[S:9]([C:6]1[CH:5]=[CH:4][C:3]([OH:2])=[CH:8][CH:7]=1)(=[O:11])=[O:10], predict the reactants needed to synthesize it. The reactants are: C[O:2][C:3]1[CH:8]=[CH:7][C:6]([S:9]([N:12]2[CH:25]([CH3:26])[C:24]3[C:19](=[CH:20][CH:21]=[CH:22][CH:23]=3)[C:18]3[CH:17]=[CH:16][CH:15]=[CH:14][C:13]2=3)(=[O:11])=[O:10])=[CH:5][CH:4]=1.C1CCCCC=1.B(Br)(Br)Br.ClCCl. (6) Given the product [Cl:41][C:13]1[CH:14]=[C:15]2[C:10](=[CH:11][CH:12]=1)[CH:9]=[C:8]([CH2:7][C:6]([OH:42])=[O:5])[C:17]([CH3:18])=[C:16]2[C:19]1[CH:20]=[CH:21][C:22]([S:25](=[O:39])(=[O:40])[N:26]([CH:36]([CH3:38])[CH3:37])[CH2:27][C:28]2[CH:29]=[CH:30][C:31]([O:34][CH3:35])=[CH:32][CH:33]=2)=[CH:23][CH:24]=1, predict the reactants needed to synthesize it. The reactants are: O.[OH-].[Li+].C[O:5][C:6](=[O:42])[CH2:7][C:8]1[C:17]([CH3:18])=[C:16]([C:19]2[CH:24]=[CH:23][C:22]([S:25](=[O:40])(=[O:39])[N:26]([CH:36]([CH3:38])[CH3:37])[CH2:27][C:28]3[CH:33]=[CH:32][C:31]([O:34][CH3:35])=[CH:30][CH:29]=3)=[CH:21][CH:20]=2)[C:15]2[C:10](=[CH:11][CH:12]=[C:13]([Cl:41])[CH:14]=2)[CH:9]=1.C1COCC1.O. (7) Given the product [NH2:26][C:25]1[C:21]([NH:20][C:18]([C:16]2[S:17][C:13]3[CH:12]=[C:11]([CH2:10][C:9]([NH:8][CH2:1][C:2]4[CH:7]=[CH:6][CH:5]=[CH:4][CH:3]=4)=[O:42])[CH:41]=[CH:40][C:14]=3[CH:15]=2)=[O:19])=[N:22][N:23]([C:34]2[CH:39]=[CH:38][CH:37]=[CH:36][CH:35]=2)[CH:24]=1, predict the reactants needed to synthesize it. The reactants are: [CH2:1]([NH:8][C:9](=[O:42])[CH2:10][C:11]1[CH:41]=[CH:40][C:14]2[CH:15]=[C:16]([C:18]([NH:20][C:21]3[C:25]([NH:26]C(=O)OC(C)(C)C)=[CH:24][N:23]([C:34]4[CH:39]=[CH:38][CH:37]=[CH:36][CH:35]=4)[N:22]=3)=[O:19])[S:17][C:13]=2[CH:12]=1)[C:2]1[CH:7]=[CH:6][CH:5]=[CH:4][CH:3]=1.Cl. (8) Given the product [C:21]([N:7]1[C:8]2[C:4](=[CH:3][C:2]([F:1])=[CH:10][CH:9]=2)[CH2:5][CH:6]1[C:11]([NH2:13])=[O:12])(=[O:23])[CH3:22], predict the reactants needed to synthesize it. The reactants are: [F:1][C:2]1[CH:3]=[C:4]2[C:8](=[CH:9][CH:10]=1)[NH:7][CH:6]([C:11]([NH2:13])=[O:12])[CH2:5]2.C(N(CC)CC)C.[C:21](Cl)(=[O:23])[CH3:22].O. (9) Given the product [CH3:20][O:19][C:17]([CH2:16][C:13]1[CH:14]=[CH:15][C:10]([OH:9])=[CH:11][C:12]=1[N+:21]([O-:23])=[O:22])=[O:18], predict the reactants needed to synthesize it. The reactants are: C([O:9][C:10]1[CH:15]=[CH:14][C:13]([CH2:16][C:17]([O:19][CH3:20])=[O:18])=[C:12]([N+:21]([O-:23])=[O:22])[CH:11]=1)(=O)C1C=CC=CC=1.C[O-].[Na+]. (10) Given the product [C:25]1([CH:22]2[C:12]3[C:11]4=[C:16]([CH:7]([C:1]5[CH:6]=[CH:5][CH:4]=[CH:3][CH:2]=5)[CH2:8][CH2:9][N:10]4[CH2:24][CH2:23]2)[CH:15]=[C:14]([C:17]([OH:19])=[O:18])[CH:13]=3)[CH:26]=[CH:27][CH:28]=[CH:29][CH:30]=1, predict the reactants needed to synthesize it. The reactants are: [C:1]1([CH:7]2[C:16]3[C:11]4=[C:12]([CH:22]([C:25]5[CH:30]=[CH:29][CH:28]=[CH:27][CH:26]=5)[CH2:23][CH2:24][N:10]4[CH2:9][CH2:8]2)[CH:13]=[C:14]([C:17]([O:19]CC)=[O:18])[CH:15]=3)[CH:6]=[CH:5][CH:4]=[CH:3][CH:2]=1.[OH-].[Na+].